From a dataset of Reaction yield outcomes from USPTO patents with 853,638 reactions. Predict the reaction yield, written as a fraction of the theoretical maximum amount of product (1.0 means a 100% yield; for example, 0.34 means a 34% yield). The reactants are [N:1]1[CH:6]=[CH:5][CH:4]=[CH:3][CH:2]=1.[Cl:7][C:8]1[CH:9]=[C:10]2[C:14](=[CH:15][CH:16]=1)[N:13]([CH3:17])[C:12](=[O:18])[C:11]2=[O:19].FC(F)(F)S(O[C:26]1[CH:31]=[CH:30][CH:29]=[CH:28][C:27]=1[Si](C)(C)C)(=O)=O.[F-].[K+].O1CCOCCOCCOCCOCCOCC1. The yield is 0.680. The catalyst is C1COCC1. The product is [Cl:7][C:8]1[CH:9]=[C:10]2[C:14](=[CH:15][CH:16]=1)[N:13]([CH3:17])[C:12](=[O:18])[C:11]2([O:19][C:26]1[CH:31]=[CH:30][CH:29]=[CH:28][CH:27]=1)[C:2]1[CH:3]=[CH:4][CH:5]=[CH:6][N:1]=1.